This data is from NCI-60 drug combinations with 297,098 pairs across 59 cell lines. The task is: Regression. Given two drug SMILES strings and cell line genomic features, predict the synergy score measuring deviation from expected non-interaction effect. (1) Drug 1: COC1=C(C=C2C(=C1)N=CN=C2NC3=CC(=C(C=C3)F)Cl)OCCCN4CCOCC4. Drug 2: CN(C(=O)NC(C=O)C(C(C(CO)O)O)O)N=O. Cell line: NCI-H522. Synergy scores: CSS=31.4, Synergy_ZIP=-1.23, Synergy_Bliss=-1.88, Synergy_Loewe=-8.49, Synergy_HSA=-0.224. (2) Drug 1: C1CCC(C1)C(CC#N)N2C=C(C=N2)C3=C4C=CNC4=NC=N3. Drug 2: B(C(CC(C)C)NC(=O)C(CC1=CC=CC=C1)NC(=O)C2=NC=CN=C2)(O)O. Cell line: DU-145. Synergy scores: CSS=9.58, Synergy_ZIP=-5.29, Synergy_Bliss=-4.16, Synergy_Loewe=-2.74, Synergy_HSA=-2.46. (3) Drug 1: CC1=CC2C(CCC3(C2CCC3(C(=O)C)OC(=O)C)C)C4(C1=CC(=O)CC4)C. Drug 2: C1=NC2=C(N=C(N=C2N1C3C(C(C(O3)CO)O)F)Cl)N. Cell line: NCI-H522. Synergy scores: CSS=12.1, Synergy_ZIP=-11.2, Synergy_Bliss=-4.94, Synergy_Loewe=-28.4, Synergy_HSA=-4.81.